Dataset: Peptide-MHC class I binding affinity with 185,985 pairs from IEDB/IMGT. Task: Regression. Given a peptide amino acid sequence and an MHC pseudo amino acid sequence, predict their binding affinity value. This is MHC class I binding data. (1) The peptide sequence is RLRPGGKKK. The MHC is HLA-B53:01 with pseudo-sequence HLA-B53:01. The binding affinity (normalized) is 0. (2) The peptide sequence is ELYVSSSYK. The MHC is HLA-A33:01 with pseudo-sequence HLA-A33:01. The binding affinity (normalized) is 0. (3) The peptide sequence is EDTGEAREV. The MHC is Mamu-A11 with pseudo-sequence Mamu-A11. The binding affinity (normalized) is 0.193. (4) The peptide sequence is RKMPHLFSK. The MHC is HLA-A02:11 with pseudo-sequence HLA-A02:11. The binding affinity (normalized) is 0.0847. (5) The peptide sequence is YRFRKSSKK. The MHC is HLA-B08:03 with pseudo-sequence HLA-B08:03. The binding affinity (normalized) is 0.0847.